From a dataset of Peptide-MHC class II binding affinity with 134,281 pairs from IEDB. Regression. Given a peptide amino acid sequence and an MHC pseudo amino acid sequence, predict their binding affinity value. This is MHC class II binding data. (1) The peptide sequence is EAMDTISVFLHSEEG. The MHC is DRB1_0404 with pseudo-sequence DRB1_0404. The binding affinity (normalized) is 0.671. (2) The peptide sequence is GCAINFGKRELKCGD. The MHC is HLA-DQA10501-DQB10303 with pseudo-sequence HLA-DQA10501-DQB10303. The binding affinity (normalized) is 0. (3) The peptide sequence is PQPEQPQQPFPQPQ. The MHC is HLA-DQA10301-DQB10201 with pseudo-sequence YNYHERRFATVLHIVYFGLSSFAIRKARVHLETT. The binding affinity (normalized) is 0. (4) The peptide sequence is TGGNSPVQEFTVPRT. The MHC is HLA-DPA10301-DPB10402 with pseudo-sequence HLA-DPA10301-DPB10402. The binding affinity (normalized) is 0.0432. (5) The peptide sequence is YDKFLANVSTVLTVK. The MHC is DRB1_0404 with pseudo-sequence DRB1_0404. The binding affinity (normalized) is 0.789. (6) The MHC is DRB1_1201 with pseudo-sequence DRB1_1201. The binding affinity (normalized) is 0.440. The peptide sequence is FVNTLVASSGSYAAT. (7) The peptide sequence is LFAAFPSFAGLRPTF. The MHC is DRB1_0405 with pseudo-sequence DRB1_0405. The binding affinity (normalized) is 0.639.